Dataset: Full USPTO retrosynthesis dataset with 1.9M reactions from patents (1976-2016). Task: Predict the reactants needed to synthesize the given product. (1) Given the product [Br:1][C:2]1[CH:3]=[CH:6][CH:7]=[C:8]([C:16]=1[O:19][CH2:12][CH:13]1[CH2:15][CH2:14]1)[CH:9]=[O:10], predict the reactants needed to synthesize it. The reactants are: [Br:1][C:2]1[C:9]([OH:10])=[CH:8][CH:7]=[CH:6][C:3]=1C=O.Br[CH2:12][CH:13]1[CH2:15][CH2:14]1.[C:16]([O-:19])([O-])=O.[K+].[K+]. (2) Given the product [C:14]([O:16][CH2:1][C:2]1[N:7]=[C:6]2[O:9][CH2:10][CH2:11][O:12][C:5]2=[CH:4][CH:3]=1)(=[O:15])[CH3:13], predict the reactants needed to synthesize it. The reactants are: [CH3:1][C:2]1[N+:7]([O-])=[C:6]2[O:9][CH2:10][CH2:11][O:12][C:5]2=[CH:4][CH:3]=1.[CH3:13][C:14]([O:16]C(C)=O)=[O:15]. (3) The reactants are: [Cl:1][C:2]1[CH:3]=[CH:4][C:5]([O:17][CH2:18][C:19]2[CH:24]=[CH:23][CH:22]=[CH:21][CH:20]=2)=[C:6]([CH2:8][C:9]2[S:10][CH:11]=[C:12]([C:14]([OH:16])=O)[N:13]=2)[CH:7]=1.CN1CCOCC1.CCN=C=NCCCN(C)C.C1C=CC2N(O)N=NC=2C=1.[NH2:53][C:54]1[CH:59]=[CH:58][C:57]([CH2:60][OH:61])=[CH:56][CH:55]=1. Given the product [Cl:1][C:2]1[CH:3]=[CH:4][C:5]([O:17][CH2:18][C:19]2[CH:24]=[CH:23][CH:22]=[CH:21][CH:20]=2)=[C:6]([CH2:8][C:9]2[S:10][CH:11]=[C:12]([C:14]([NH:53][C:54]3[CH:59]=[CH:58][C:57]([CH2:60][OH:61])=[CH:56][CH:55]=3)=[O:16])[N:13]=2)[CH:7]=1, predict the reactants needed to synthesize it.